From a dataset of Forward reaction prediction with 1.9M reactions from USPTO patents (1976-2016). Predict the product of the given reaction. (1) Given the reactants [CH2:1]([O:3][C:4](=[O:33])[C:5](=O)[CH2:6][C:7]([C:9]1[CH:14]=[C:13]([Br:15])[C:12]([O:16][CH2:17][C:18]2[CH:23]=[CH:22][CH:21]=[CH:20][CH:19]=2)=[CH:11][C:10]=1[O:24][CH2:25][C:26]1[CH:31]=[CH:30][CH:29]=[CH:28][CH:27]=1)=[O:8])[CH3:2].Cl.[NH2:35]O.O, predict the reaction product. The product is: [CH2:1]([O:3][C:4]([C:5]1[CH:6]=[C:7]([C:9]2[CH:14]=[C:13]([Br:15])[C:12]([O:16][CH2:17][C:18]3[CH:23]=[CH:22][CH:21]=[CH:20][CH:19]=3)=[CH:11][C:10]=2[O:24][CH2:25][C:26]2[CH:31]=[CH:30][CH:29]=[CH:28][CH:27]=2)[O:8][N:35]=1)=[O:33])[CH3:2]. (2) Given the reactants [NH2:1][CH2:2][C:3]([F:10])([F:9])[C:4]([O:6][CH2:7][CH3:8])=[O:5].[C:11]1(=O)[CH2:15][CH2:14][CH2:13][CH2:12]1.C([O-])(=O)C.[Na+].[BH-](OC(C)=O)(OC(C)=O)OC(C)=O.[Na+].C(=O)(O)[O-].[Na+], predict the reaction product. The product is: [CH:11]1([NH:1][CH2:2][C:3]([F:10])([F:9])[C:4]([O:6][CH2:7][CH3:8])=[O:5])[CH2:15][CH2:14][CH2:13][CH2:12]1. (3) The product is: [C:24]([C:26]1[CH:31]=[CH:30][C:29]([O:1][N:2]2[C:7]([CH3:9])([CH3:8])[CH2:6][CH2:5][CH2:4][C:3]2([CH3:11])[CH3:10])=[CH:28][CH:27]=1)(=[O:25])[C:23]1[CH:32]=[CH:33][CH:20]=[CH:21][CH:22]=1. Given the reactants [OH:1][N:2]1[C:7]([CH3:9])([CH3:8])[CH2:6][CH2:5][CH2:4][C:3]1([CH3:11])[CH3:10].N(OC(C)(C)C)=O.N[C:20]1[CH:33]=[CH:32][C:23]([C:24]([C:26]2[CH:31]=[CH:30][CH:29]=[CH:28][CH:27]=2)=[O:25])=[CH:22][CH:21]=1, predict the reaction product. (4) The product is: [Cl:1][C:2]1[N:3]=[C:4]([C:9]([NH:11][C@@H:12]2[CH2:17][CH2:16][N:15]([C:18]3[S:37][C:38]4[C:44]([C:45]([O:47][CH2:48][CH3:49])=[O:46])=[CH:43][CH:42]=[CH:41][C:39]=4[N:40]=3)[CH2:14][C@H:13]2[NH:25][CH2:26][CH3:27])=[O:10])[NH:5][C:6]=1[CH2:7][CH3:8]. Given the reactants [Cl:1][C:2]1[N:3]=[C:4]([C:9]([NH:11][C@@H:12]2[CH2:17][CH2:16][N:15]([C:18](OC(C)(C)C)=O)[CH2:14][C@H:13]2[NH:25][CH2:26][CH3:27])=[O:10])[NH:5][C:6]=1[CH2:7][CH3:8].Cl.O1CCOCC1.BrC1[S:37][C:38]2[C:44]([C:45]([O:47][CH2:48][CH3:49])=[O:46])=[CH:43][CH:42]=[CH:41][C:39]=2[N:40]=1.C(=O)([O-])[O-].[Na+].[Na+], predict the reaction product. (5) Given the reactants [CH3:1][C:2]1[N:7]=[C:6]([NH2:8])[CH:5]=[N:4][CH:3]=1.C[Al](C)C.[F:13][C:14]1[CH:19]=[CH:18][C:17]([N:20]2[C:24]([CH3:25])=[C:23]([C:26](OCC)=[O:27])[N:22]=[N:21]2)=[CH:16][CH:15]=1, predict the reaction product. The product is: [F:13][C:14]1[CH:15]=[CH:16][C:17]([N:20]2[C:24]([CH3:25])=[C:23]([C:26]([NH:8][C:6]3[CH:5]=[N:4][CH:3]=[C:2]([CH3:1])[N:7]=3)=[O:27])[N:22]=[N:21]2)=[CH:18][CH:19]=1. (6) Given the reactants [OH:1][C:2]1[CH:3]=[C:4]2[C:9](=[CH:10][CH:11]=1)[NH:8][C:7](=[O:12])[CH2:6][CH2:5]2.[CH:13]1([N:17]2[CH2:22][CH2:21][CH:20](O)[CH2:19][CH2:18]2)[CH2:16][CH2:15][CH2:14]1, predict the reaction product. The product is: [CH:13]1([N:17]2[CH2:22][CH2:21][CH:20]([O:1][C:2]3[CH:3]=[C:4]4[C:9](=[CH:10][CH:11]=3)[NH:8][C:7](=[O:12])[CH2:6][CH2:5]4)[CH2:19][CH2:18]2)[CH2:16][CH2:15][CH2:14]1. (7) Given the reactants Br[CH2:2][CH2:3][CH2:4][CH2:5][O:6][C:7]1[CH:12]=[CH:11][C:10]([C:13]2[N:17]=[C:16]([C:18]3[CH:19]=[CH:20][C:21]([O:26][CH:27]([CH3:29])[CH3:28])=[C:22]([CH:25]=3)[C:23]#[N:24])[O:15][N:14]=2)=[C:9]([CH2:30][CH3:31])[CH:8]=1.[CH3:32][NH2:33], predict the reaction product. The product is: [CH2:30]([C:9]1[CH:8]=[C:7]([O:6][CH2:5][CH2:4][CH2:3][CH2:2][NH:33][CH3:32])[CH:12]=[CH:11][C:10]=1[C:13]1[N:17]=[C:16]([C:18]2[CH:19]=[CH:20][C:21]([O:26][CH:27]([CH3:29])[CH3:28])=[C:22]([CH:25]=2)[C:23]#[N:24])[O:15][N:14]=1)[CH3:31]. (8) Given the reactants [CH3:1][O:2][C:3]1[CH:4]=[C:5]2[C:10](=[CH:11][C:12]=1[O:13][CH3:14])[C:9]([C:15]([OH:17])=[O:16])=[N:8]NC2=O.[C:19](=O)([O-])[O-].[Cs+].[Cs+].I[CH2:26][CH3:27].O.[CH3:29][N:30]([CH:32]=[O:33])C, predict the reaction product. The product is: [CH2:26]([O:17][C:15]([C:9]1[C:10]2[C:5](=[CH:4][C:3]([O:2][CH3:1])=[C:12]([O:13][CH3:14])[CH:11]=2)[C:32](=[O:33])[N:30]([CH2:29][CH3:19])[N:8]=1)=[O:16])[CH3:27]. (9) Given the reactants [C:1]([O:4][CH2:5][C@@H:6]1[C@@H:11]([O:12][C:13](=[O:15])[CH3:14])[C@H:10]([O:16][C:17](=[O:19])[CH3:18])[C@@H:9]([O:20][C:21](=[O:23])[CH3:22])[C@H:8]([N:24]2[C:32]3[C:27](=[C:28]([CH3:33])[CH:29]=[CH:30][CH:31]=3)[C:26]([CH2:34][C:35]3[CH:40]=[CH:39][C:38]([O:41][CH2:42][CH2:43][CH2:44]Cl)=[CH:37][CH:36]=3)=[CH:25]2)[O:7]1)(=[O:3])[CH3:2].[CH2:46]1[C:51]2([CH2:56][CH2:55][CH2:54][NH:53][CH2:52]2)[CH2:50][CH2:49][N:48]([C:57](=[O:67])[CH2:58][NH:59][C:60]([NH:62][CH2:63][CH:64]([CH3:66])[CH3:65])=[O:61])[CH2:47]1.C(=O)([O-])[O-].[K+].[K+].[I-].[K+].C(OC(=O)C)(=O)C, predict the reaction product. The product is: [C:1]([O:4][CH2:5][C@@H:6]1[C@@H:11]([O:12][C:13](=[O:15])[CH3:14])[C@H:10]([O:16][C:17](=[O:19])[CH3:18])[C@@H:9]([O:20][C:21](=[O:23])[CH3:22])[C@H:8]([N:24]2[C:32]3[C:27](=[C:28]([CH3:33])[CH:29]=[CH:30][CH:31]=3)[C:26]([CH2:34][C:35]3[CH:40]=[CH:39][C:38]([O:41][CH2:42][CH2:43][CH2:44][N:53]4[CH2:52][C:51]5([CH2:50][CH2:49][N:48]([C:57](=[O:67])[CH2:58][NH:59][C:60](=[O:61])[NH:62][CH2:63][CH:64]([CH3:65])[CH3:66])[CH2:47][CH2:46]5)[CH2:56][CH2:55][CH2:54]4)=[CH:37][CH:36]=3)=[CH:25]2)[O:7]1)(=[O:3])[CH3:2].